From a dataset of CYP3A4 inhibition data for predicting drug metabolism from PubChem BioAssay. Regression/Classification. Given a drug SMILES string, predict its absorption, distribution, metabolism, or excretion properties. Task type varies by dataset: regression for continuous measurements (e.g., permeability, clearance, half-life) or binary classification for categorical outcomes (e.g., BBB penetration, CYP inhibition). Dataset: cyp3a4_veith. (1) The result is 1 (inhibitor). The drug is COC(=O)[C@@]1(Cc2ccc(OC)cc2)[C@H]2c3cc(C(=O)N4CCCC4)n(CCn4cc([N+](=O)[O-])nc4C)c3C[C@H]2CN1C(=O)c1ccccc1. (2) The drug is CC[C@@]1(O)C(=O)OCc2c1cc1n(c2=O)Cc2cc3c(NC(=O)CN)cccc3nc2-1.Cl. The result is 0 (non-inhibitor). (3) The molecule is Cc1noc(C)c1C(=O)N1CCC[C@@]2(CCN(c3ncccn3)C2)C1. The result is 0 (non-inhibitor).